This data is from NCI-60 drug combinations with 297,098 pairs across 59 cell lines. The task is: Regression. Given two drug SMILES strings and cell line genomic features, predict the synergy score measuring deviation from expected non-interaction effect. (1) Drug 1: C1=CN(C(=O)N=C1N)C2C(C(C(O2)CO)O)O.Cl. Drug 2: C1=NNC2=C1C(=O)NC=N2. Cell line: HOP-92. Synergy scores: CSS=9.71, Synergy_ZIP=-5.77, Synergy_Bliss=1.80, Synergy_Loewe=-6.07, Synergy_HSA=0.171. (2) Drug 1: CC1CCC2CC(C(=CC=CC=CC(CC(C(=O)C(C(C(=CC(C(=O)CC(OC(=O)C3CCCCN3C(=O)C(=O)C1(O2)O)C(C)CC4CCC(C(C4)OC)OCCO)C)C)O)OC)C)C)C)OC. Drug 2: CCN(CC)CCNC(=O)C1=C(NC(=C1C)C=C2C3=C(C=CC(=C3)F)NC2=O)C. Cell line: NCI-H226. Synergy scores: CSS=-2.47, Synergy_ZIP=0.166, Synergy_Bliss=-2.28, Synergy_Loewe=-1.66, Synergy_HSA=-3.27. (3) Drug 1: C1CN(CCN1C(=O)CCBr)C(=O)CCBr. Drug 2: COC1=C2C(=CC3=C1OC=C3)C=CC(=O)O2. Cell line: TK-10. Synergy scores: CSS=11.2, Synergy_ZIP=-2.37, Synergy_Bliss=0.930, Synergy_Loewe=-0.545, Synergy_HSA=0.487. (4) Synergy scores: CSS=16.4, Synergy_ZIP=2.46, Synergy_Bliss=4.72, Synergy_Loewe=-15.4, Synergy_HSA=3.31. Drug 1: CC12CCC(CC1=CCC3C2CCC4(C3CC=C4C5=CN=CC=C5)C)O. Drug 2: CC(C)NC(=O)C1=CC=C(C=C1)CNNC.Cl. Cell line: RXF 393. (5) Drug 1: C1=CC(=CC=C1CCCC(=O)O)N(CCCl)CCCl. Drug 2: C1=CC(=CC=C1C#N)C(C2=CC=C(C=C2)C#N)N3C=NC=N3. Cell line: LOX IMVI. Synergy scores: CSS=24.6, Synergy_ZIP=-10.6, Synergy_Bliss=-4.78, Synergy_Loewe=-3.86, Synergy_HSA=-3.18.